Dataset: Forward reaction prediction with 1.9M reactions from USPTO patents (1976-2016). Task: Predict the product of the given reaction. (1) Given the reactants [F:1][C:2]1[C:3]([CH2:9][OH:10])=[N:4][CH:5]=[C:6]([F:8])[CH:7]=1.[OH-].[K+].[C:13]1([CH3:23])[CH:18]=[CH:17][C:16]([S:19](Cl)(=[O:21])=[O:20])=[CH:15][CH:14]=1, predict the reaction product. The product is: [CH3:23][C:13]1[CH:18]=[CH:17][C:16]([S:19]([O:10][CH2:9][C:3]2[C:2]([F:1])=[CH:7][C:6]([F:8])=[CH:5][N:4]=2)(=[O:21])=[O:20])=[CH:15][CH:14]=1. (2) Given the reactants [F:1][C:2]([F:25])([F:24])[CH2:3][O:4][CH2:5][C:6]1[N:7]=[C:8]([C:14]2[CH:19]=[CH:18][C:17]([C:20]([F:23])([F:22])[F:21])=[CH:16][CH:15]=2)[O:9][C:10]=1[C:11](O)=[O:12].C(OCC)(=O)C, predict the reaction product. The product is: [F:25][C:2]([F:1])([F:24])[CH2:3][O:4][CH2:5][C:6]1[N:7]=[C:8]([C:14]2[CH:15]=[CH:16][C:17]([C:20]([F:21])([F:22])[F:23])=[CH:18][CH:19]=2)[O:9][C:10]=1[CH2:11][OH:12]. (3) Given the reactants [CH2:1]([O:8][C:9]1[CH:18]=[C:17]2[C:12]([C:13]([OH:24])=[CH:14][C:15]([C:19]([O:21][CH2:22][CH3:23])=[O:20])=[CH:16]2)=[CH:11][CH:10]=1)[C:2]1[CH:7]=[CH:6][CH:5]=[CH:4][CH:3]=1.[CH3:25][Si:26]([CH3:33])([CH3:32])[CH2:27][CH2:28][O:29][CH2:30]Cl.C([O-])([O-])=O.[K+].[K+].CCOC(C)=O, predict the reaction product. The product is: [CH2:1]([O:8][C:9]1[CH:18]=[C:17]2[C:12]([C:13]([O:24][CH2:30][O:29][CH2:28][CH2:27][Si:26]([CH3:33])([CH3:32])[CH3:25])=[CH:14][C:15]([C:19]([O:21][CH2:22][CH3:23])=[O:20])=[CH:16]2)=[CH:11][CH:10]=1)[C:2]1[CH:3]=[CH:4][CH:5]=[CH:6][CH:7]=1. (4) Given the reactants [CH:1]([N:4]([CH3:22])[C:5]1[C:6](=[O:21])[NH:7][C:8]2[C:13]([N:14]=1)=[CH:12][C:11]([C:15]([O:17][CH3:18])=[O:16])=[C:10]([O:19][CH3:20])[CH:9]=2)([CH3:3])[CH3:2].N1C=CC=CC=1.[O:29](S(C(F)(F)F)(=O)=O)[S:30]([C:33]([F:36])([F:35])[F:34])(=O)=[O:31], predict the reaction product. The product is: [CH:1]([N:4]([CH3:22])[C:5]1[C:6]([O:21][S:30]([C:33]([F:36])([F:35])[F:34])(=[O:31])=[O:29])=[N:7][C:8]2[C:13]([N:14]=1)=[CH:12][C:11]([C:15]([O:17][CH3:18])=[O:16])=[C:10]([O:19][CH3:20])[CH:9]=2)([CH3:3])[CH3:2]. (5) Given the reactants C[O:2][C:3]1[C:8]([C:9]([NH2:11])=[O:10])=[C:7]([NH:12][C:13]2[CH:14]=[N:15][C:16]([O:19][CH3:20])=[CH:17][CH:18]=2)[N:6]=[C:5]([S:21][CH3:22])[N:4]=1.Cl.[OH-].[Na+], predict the reaction product. The product is: [CH3:20][O:19][C:16]1[N:15]=[CH:14][C:13]([NH:12][C:7]2[N:6]=[C:5]([S:21][CH3:22])[NH:4][C:3](=[O:2])[C:8]=2[C:9]([NH2:11])=[O:10])=[CH:18][CH:17]=1.